Dataset: Catalyst prediction with 721,799 reactions and 888 catalyst types from USPTO. Task: Predict which catalyst facilitates the given reaction. (1) Reactant: [Li+].[OH-].C[O:4][C:5](=[O:24])[CH2:6][CH2:7][CH2:8][CH2:9][CH2:10][N:11]([C:18]1[CH:23]=[CH:22][CH:21]=[CH:20][N:19]=1)[C:12]1[CH:17]=[CH:16][CH:15]=[CH:14][N:13]=1.Cl.CCOC(C)=O. Product: [N:13]1[CH:14]=[CH:15][CH:16]=[CH:17][C:12]=1[N:11]([C:18]1[CH:23]=[CH:22][CH:21]=[CH:20][N:19]=1)[CH2:10][CH2:9][CH2:8][CH2:7][CH2:6][C:5]([OH:24])=[O:4]. The catalyst class is: 90. (2) Reactant: [Cl:1][C:2]1[CH:3]=[C:4]([C:9]2([CH2:12][O:13][C:14]3[CH:19]=[CH:18][C:17]([O:20][CH3:21])=[CH:16][CH:15]=3)[CH2:11][O:10]2)[CH:5]=[CH:6][C:7]=1[Cl:8].[C:22](=[O:25])([O-])[O-].[K+].[K+].[NH2:28][CH:29](O)[CH2:30]C.[C:41](O[C:41]([O:43][C:44]([CH3:47])([CH3:46])[CH3:45])=[O:42])([O:43][C:44]([CH3:47])([CH3:46])[CH3:45])=[O:42]. Product: [Cl:1][C:2]1[CH:3]=[C:4]([C:9]([OH:10])([CH2:12][O:13][C:14]2[CH:19]=[CH:18][C:17]([O:20][CH3:21])=[CH:16][CH:15]=2)[CH2:11][N:28]([CH2:29][CH2:30][CH2:22][OH:25])[C:41](=[O:42])[O:43][C:44]([CH3:45])([CH3:46])[CH3:47])[CH:5]=[CH:6][C:7]=1[Cl:8]. The catalyst class is: 47. (3) Reactant: C(=O)([O-])[O-].[K+].[K+].[CH2:7]1[C:10]2([CH2:13][NH:12][CH2:11]2)[CH2:9][NH:8]1.Cl[C:15]1[N:19]([C:20]2[CH:25]=[CH:24][CH:23]=[CH:22][CH:21]=2)[N:18]=[N:17][N:16]=1. Product: [C:20]1([N:19]2[C:15]([N:8]3[CH2:9][C:10]4([CH2:13][NH:12][CH2:11]4)[CH2:7]3)=[N:16][N:17]=[N:18]2)[CH:21]=[CH:22][CH:23]=[CH:24][CH:25]=1. The catalyst class is: 8. (4) Reactant: [CH3:1][NH:2][C:3]1[C:11]([N+:12]([O-:14])=[O:13])=[CH:10][C:6]([C:7]([OH:9])=O)=[C:5]([N:15]2[CH2:20][CH2:19][CH:18]([C:21]([F:24])([F:23])[F:22])[CH2:17][CH2:16]2)[N:4]=1.CN(C(ON1N=NC2C=CC=CC1=2)=[N+](C)C)C.[B-](F)(F)(F)F.C1COCC1.[F:52][C:53]([F:62])([F:61])[C@H:54]1[CH2:59][CH2:58][C@H:57]([NH2:60])[CH2:56][CH2:55]1. Product: [F:52][C:53]([F:61])([F:62])[C@H:54]1[CH2:55][CH2:56][C@H:57]([NH:60][C:7](=[O:9])[C:6]2[CH:10]=[C:11]([N+:12]([O-:14])=[O:13])[C:3]([NH:2][CH3:1])=[N:4][C:5]=2[N:15]2[CH2:20][CH2:19][CH:18]([C:21]([F:23])([F:24])[F:22])[CH2:17][CH2:16]2)[CH2:58][CH2:59]1. The catalyst class is: 136.